Task: Regression. Given two drug SMILES strings and cell line genomic features, predict the synergy score measuring deviation from expected non-interaction effect.. Dataset: NCI-60 drug combinations with 297,098 pairs across 59 cell lines (1) Drug 1: C1=NC2=C(N=C(N=C2N1C3C(C(C(O3)CO)O)F)Cl)N. Drug 2: C1=NC(=NC(=O)N1C2C(C(C(O2)CO)O)O)N. Cell line: HCC-2998. Synergy scores: CSS=39.0, Synergy_ZIP=-0.943, Synergy_Bliss=6.84, Synergy_Loewe=-4.51, Synergy_HSA=6.70. (2) Drug 1: CC12CCC3C(C1CCC2O)C(CC4=C3C=CC(=C4)O)CCCCCCCCCS(=O)CCCC(C(F)(F)F)(F)F. Drug 2: CC1CCCC2(C(O2)CC(NC(=O)CC(C(C(=O)C(C1O)C)(C)C)O)C(=CC3=CSC(=N3)C)C)C. Cell line: MDA-MB-435. Synergy scores: CSS=63.4, Synergy_ZIP=2.48, Synergy_Bliss=1.85, Synergy_Loewe=-31.2, Synergy_HSA=1.41. (3) Drug 1: CCC1=C2CN3C(=CC4=C(C3=O)COC(=O)C4(CC)O)C2=NC5=C1C=C(C=C5)O. Drug 2: CC(C)(C#N)C1=CC(=CC(=C1)CN2C=NC=N2)C(C)(C)C#N. Cell line: UACC62. Synergy scores: CSS=16.6, Synergy_ZIP=-2.52, Synergy_Bliss=-0.631, Synergy_Loewe=-25.0, Synergy_HSA=-1.66. (4) Drug 1: C1=CC(=CC=C1CCC2=CNC3=C2C(=O)NC(=N3)N)C(=O)NC(CCC(=O)O)C(=O)O. Drug 2: C1=CC=C(C(=C1)C(C2=CC=C(C=C2)Cl)C(Cl)Cl)Cl. Cell line: CCRF-CEM. Synergy scores: CSS=56.8, Synergy_ZIP=3.58, Synergy_Bliss=2.96, Synergy_Loewe=-30.1, Synergy_HSA=3.45.